From a dataset of Full USPTO retrosynthesis dataset with 1.9M reactions from patents (1976-2016). Predict the reactants needed to synthesize the given product. (1) The reactants are: [CH3:1][N:2]1[CH2:7][CH2:6][N:5]([C@H:8]2[CH2:13][CH2:12][CH2:11][C@H:10]([N:14]3[C:18]4[N:19]=[CH:20][N:21]=[C:22]([NH2:23])[C:17]=4[C:16]([C:24]4[CH:29]=[CH:28][C:27]([O:30][C:31]5[CH:36]=[CH:35][CH:34]=[CH:33][CH:32]=5)=[CH:26][CH:25]=4)=[CH:15]3)[CH2:9]2)[CH2:4][CH2:3]1.[ClH:37]. Given the product [ClH:37].[ClH:37].[ClH:37].[CH3:1][N:2]1[CH2:3][CH2:4][N:5]([C@H:8]2[CH2:13][CH2:12][CH2:11][C@H:10]([N:14]3[C:18]4[N:19]=[CH:20][N:21]=[C:22]([NH2:23])[C:17]=4[C:16]([C:24]4[CH:29]=[CH:28][C:27]([O:30][C:31]5[CH:36]=[CH:35][CH:34]=[CH:33][CH:32]=5)=[CH:26][CH:25]=4)=[CH:15]3)[CH2:9]2)[CH2:6][CH2:7]1, predict the reactants needed to synthesize it. (2) Given the product [C:14]([Si:1]([C:8]1[CH:9]=[CH:10][CH:11]=[CH:12][CH:13]=1)([C:2]1[CH:7]=[CH:6][CH:5]=[CH:4][CH:3]=1)[O:18][CH2:19][CH2:20][C:21]1[CH:22]=[CH:23][C:24]([C:27]2[S:28][CH:29]=[C:30]([CH:32]([C:56]3[CH:55]=[CH:54][C:53]4[N:49]([CH2:48][O:47][CH3:46])[C:50](=[O:61])[S:51][C:52]=4[CH:57]=3)[CH3:33])[N:31]=2)=[N:25][CH:26]=1)([CH3:16])([CH3:17])[CH3:15], predict the reactants needed to synthesize it. The reactants are: [Si:1]([O:18][CH2:19][CH2:20][C:21]1[CH:22]=[CH:23][C:24]([C:27]2[S:28][CH:29]=[C:30](/[C:32](=N\NS(C3C=CC(C)=CC=3)(=O)=O)/[CH3:33])[N:31]=2)=[N:25][CH:26]=1)([C:14]([CH3:17])([CH3:16])[CH3:15])([C:8]1[CH:13]=[CH:12][CH:11]=[CH:10][CH:9]=1)[C:2]1[CH:7]=[CH:6][CH:5]=[CH:4][CH:3]=1.[CH3:46][O:47][CH2:48][N:49]1[C:53]2[CH:54]=[CH:55][C:56](B(O)O)=[CH:57][C:52]=2[S:51][C:50]1=[O:61].C(=O)([O-])[O-].[K+].[K+]. (3) Given the product [CH2:17]([N:13]([CH3:14])[C:6]([N:8]1[CH:12]=[CH:11][N:10]=[CH:9]1)=[O:7])[CH2:16][CH2:1][CH3:2], predict the reactants needed to synthesize it. The reactants are: [CH2:1](N)[CH2:2]CC.[C:6]([N:13]1[CH:17]=[CH:16]N=[CH:14]1)([N:8]1[CH:12]=[CH:11][N:10]=[CH:9]1)=[O:7].O. (4) Given the product [CH2:26]([O:25][C:23](=[O:24])[CH2:22][N:14]1[C:10]([CH2:9][CH2:8][CH2:7][C:1]2[CH:2]=[CH:3][CH:4]=[CH:5][CH:6]=2)=[CH:11][N:12]=[CH:13]1)[CH3:27].[CH2:26]([O:25][C:23](=[O:24])[CH2:22][N:12]1[CH:11]=[C:10]([CH2:9][CH2:8][CH2:7][C:1]2[CH:2]=[CH:3][CH:4]=[CH:5][CH:6]=2)[N:14]=[CH:13]1)[CH3:27], predict the reactants needed to synthesize it. The reactants are: [C:1]1([CH2:7][CH2:8][CH2:9][C:10]2[NH:14][CH:13]=[N:12][CH:11]=2)[CH:6]=[CH:5][CH:4]=[CH:3][CH:2]=1.CC([O-])(C)C.[K+].Br[CH2:22][C:23]([O:25][CH2:26][CH3:27])=[O:24].O. (5) Given the product [CH3:63][C:62]1([CH3:64])[CH:61]2[CH2:60][CH2:59][C:58]1([CH2:65][S:66]([OH:69])(=[O:68])=[O:67])[C:57](/[C:56]/2=[CH:55]/[C:52]1[CH:51]=[CH:50][C:49](/[CH:48]=[C:71]2/[C:72]([C:73]3([CH2:80][S:81]([OH:84])(=[O:83])=[O:82])[CH2:74][CH2:75][CH:76]/2[C:77]3([CH3:78])[CH3:79])=[O:85])=[CH:54][CH:53]=1)=[O:70], predict the reactants needed to synthesize it. The reactants are: C(=C1C2C(C)(C)C(C)(CC2)C1=O)C1C=CC=CC=1.C(C1C=CC=CC=1)(=O)C1C=CC=CC=1.C1(C2NC3C=CC=CC=3N=2)C=CC=CC=1.[CH:48](=[C:71]1[CH:76]2[C:77]([CH3:79])([CH3:78])[C:73]([CH2:80][S:81]([OH:84])(=[O:83])=[O:82])([CH2:74][CH2:75]2)[C:72]1=[O:85])[C:49]1[CH:54]=[CH:53][C:52]([CH:55]=[C:56]2[CH:61]3[C:62]([CH3:64])([CH3:63])[C:58]([CH2:65][S:66]([OH:69])(=[O:68])=[O:67])([CH2:59][CH2:60]3)[C:57]2=[O:70])=[CH:51][CH:50]=1. (6) Given the product [Si:1]([O:8][C@@H:9]1[C@H:13]([CH2:14][O:15][Si:16]([C:19]([CH3:22])([CH3:21])[CH3:20])([CH3:17])[CH3:18])[CH2:12][C@@H:11]([NH:23][C:29]2[CH:30]=[C:25]([Cl:24])[N:26]=[CH:27][N:28]=2)[CH2:10]1)([C:4]([CH3:7])([CH3:6])[CH3:5])([CH3:3])[CH3:2], predict the reactants needed to synthesize it. The reactants are: [Si:1]([O:8][C@@H:9]1[C@H:13]([CH2:14][O:15][Si:16]([C:19]([CH3:22])([CH3:21])[CH3:20])([CH3:18])[CH3:17])[CH2:12][C@@H:11]([NH2:23])[CH2:10]1)([C:4]([CH3:7])([CH3:6])[CH3:5])([CH3:3])[CH3:2].[Cl:24][C:25]1[CH:30]=[C:29](Cl)[N:28]=[CH:27][N:26]=1.CCN(CC)CC.